The task is: Predict the reaction yield, written as a fraction of the theoretical maximum amount of product (1.0 means a 100% yield; for example, 0.34 means a 34% yield).. This data is from Reaction yield outcomes from USPTO patents with 853,638 reactions. (1) The reactants are C([O:3][C:4]([C:6]1[CH:7]=[N:8][C:9]2[C:14]([C:15]=1[NH:16][CH2:17][C:18]1[CH:23]=[CH:22][C:21]([O:24][CH3:25])=[C:20]([Cl:26])[CH:19]=1)=[CH:13][C:12]([C:27]#[N:28])=[CH:11][C:10]=2[CH2:29][CH3:30])=O)C.C(O[AlH-](OC(C)(C)C)OC(C)(C)C)(C)(C)C.[Li+].C1COCC1. The product is [Cl:26][C:20]1[CH:19]=[C:18]([CH2:17][NH:16][C:15]2[C:14]3[C:9](=[C:10]([CH2:29][CH3:30])[CH:11]=[C:12]([C:27]#[N:28])[CH:13]=3)[N:8]=[CH:7][C:6]=2[CH2:4][OH:3])[CH:23]=[CH:22][C:21]=1[O:24][CH3:25]. The catalyst is C1COCC1. The yield is 0.840. (2) The reactants are [CH2:1]([C:8]12[CH2:19][CH2:18][C:17](=[O:20])[CH:16]=[C:9]1[CH2:10][CH2:11][CH2:12][CH2:13][C:14]2=[O:15])[C:2]1[CH:7]=[CH:6][CH:5]=[CH:4][CH:3]=1. The catalyst is C1(C)C=CC=CC=1.[OH-].[OH-].[Pd+2]. The product is [CH2:1]([C@:8]12[CH2:19][CH2:18][C:17](=[O:20])[CH2:16][C@H:9]1[CH2:10][CH2:11][CH2:12][CH2:13][C:14]2=[O:15])[C:2]1[CH:3]=[CH:4][CH:5]=[CH:6][CH:7]=1.[CH2:1]([C@@:8]12[CH2:19][CH2:18][C:17](=[O:20])[CH2:16][C@@H:9]1[CH2:10][CH2:11][CH2:12][CH2:13][C:14]2=[O:15])[C:2]1[CH:3]=[CH:4][CH:5]=[CH:6][CH:7]=1. The yield is 0.990. (3) The reactants are C(O)(=O)C.[CH:5]([NH2:7])=[NH:6].C[O-].[Na+].CO.[CH3:13][C:14]([CH3:23])([CH3:22])[CH2:15][C:16](=O)[C:17](OC)=[O:18]. The catalyst is O.C(O)(=O)C. The product is [OH:18][C:17]1[CH:16]=[C:15]([C:14]([CH3:23])([CH3:22])[CH3:13])[N:7]=[CH:5][N:6]=1. The yield is 0.490. (4) The reactants are C([O:8][C:9]1[CH:14]=[CH:13][C:12]([CH2:15][CH2:16][C:17]([CH:19]2[CH2:23][CH2:22][CH2:21][CH2:20]2)=[O:18])=[CH:11][C:10]=1[Cl:24])C1C=CC=CC=1. The catalyst is C(OCC)(=O)C.[Pd]. The product is [Cl:24][C:10]1[CH:11]=[C:12]([CH2:15][CH2:16][C:17]([CH:19]2[CH2:23][CH2:22][CH2:21][CH2:20]2)=[O:18])[CH:13]=[CH:14][C:9]=1[OH:8]. The yield is 0.620. (5) The reactants are [OH:1][CH:2]1[C:10]2[C:5](=[CH:6][CH:7]=[CH:8][CH:9]=2)[C:4](=[O:11])[N:3]1[C:12]([CH3:20])([C:14]1[CH:19]=[CH:18][CH:17]=[CH:16][CH:15]=1)[CH3:13].CN(CCN(C)C)C.[Br:29]C(Cl)(Cl)C(Cl)(Cl)Br. The catalyst is C1COCC1. The product is [OH:11][CH:4]1[C:5]2[C:10](=[C:9]([Br:29])[CH:8]=[CH:7][CH:6]=2)[C:2](=[O:1])[N:3]1[C:12]([CH3:20])([C:14]1[CH:19]=[CH:18][CH:17]=[CH:16][CH:15]=1)[CH3:13]. The yield is 0.850. (6) The reactants are [O:1]([C:8]1[CH:9]=[C:10]([NH:14][CH2:15][C:16]2[CH:17]=[C:18]([CH:23]=[CH:24][CH:25]=2)[C:19]([O:21][CH3:22])=[O:20])[CH:11]=[CH:12][CH:13]=1)[C:2]1[CH:7]=[CH:6][CH:5]=[CH:4][CH:3]=1.[F:26][C:27]([F:32])([F:31])[CH:28]1[O:30][CH2:29]1.FC(F)(F)S([O-])(=O)=O.[Yb+3].FC(F)(F)S([O-])(=O)=O.FC(F)(F)S([O-])(=O)=O. The catalyst is C(#N)C.O.C(Cl)Cl. The product is [O:1]([C:8]1[CH:9]=[C:10]([N:14]([CH2:15][C:16]2[CH:17]=[C:18]([CH:23]=[CH:24][CH:25]=2)[C:19]([O:21][CH3:22])=[O:20])[CH2:29][CH:28]([OH:30])[C:27]([F:32])([F:31])[F:26])[CH:11]=[CH:12][CH:13]=1)[C:2]1[CH:7]=[CH:6][CH:5]=[CH:4][CH:3]=1. The yield is 0.960. (7) The reactants are [N:1]1[CH:6]=[CH:5][CH:4]=[CH:3][C:2]=1[NH:7][CH2:8][CH2:9][CH2:10][O:11][C:12]1[CH:29]=[CH:28][C:15]2[CH2:16][CH:17]([CH2:22][C:23]([O:25]CC)=[O:24])[C:18](=[O:21])[NH:19][CH2:20][C:14]=2[CH:13]=1.O.[OH-].[Li+].C1COCC1.O. The catalyst is CO. The product is [N:1]1[CH:6]=[CH:5][CH:4]=[CH:3][C:2]=1[NH:7][CH2:8][CH2:9][CH2:10][O:11][C:12]1[CH:29]=[CH:28][C:15]2[CH2:16][CH:17]([CH2:22][C:23]([OH:25])=[O:24])[C:18](=[O:21])[NH:19][CH2:20][C:14]=2[CH:13]=1. The yield is 0.650. (8) The reactants are [Cl:1][C:2]1[C:7]([O:8][CH3:9])=[CH:6][C:5]([O:10][CH3:11])=[C:4]([Cl:12])[C:3]=1[C:13]1[C:26](=[O:27])[N:25]([CH2:28][CH2:29][O:30][CH:31]2[CH2:36][CH2:35][CH2:34][N:33]([C:37]([O:39][C:40]([CH3:43])([CH3:42])[CH3:41])=[O:38])[CH2:32]2)[C:16]2[N:17]=[C:18](S(C)(=O)=O)[N:19]=[CH:20][C:15]=2[CH:14]=1.[CH3:44][NH2:45]. The catalyst is CC(O)(C)C. The product is [Cl:1][C:2]1[C:7]([O:8][CH3:9])=[CH:6][C:5]([O:10][CH3:11])=[C:4]([Cl:12])[C:3]=1[C:13]1[C:26](=[O:27])[N:25]([CH2:28][CH2:29][O:30][CH:31]2[CH2:36][CH2:35][CH2:34][N:33]([C:37]([O:39][C:40]([CH3:43])([CH3:42])[CH3:41])=[O:38])[CH2:32]2)[C:16]2[N:17]=[C:18]([NH:45][CH3:44])[N:19]=[CH:20][C:15]=2[CH:14]=1. The yield is 0.960. (9) The reactants are [Cl:1][C:2]1[C:11]2[C:6](=[CH:7][CH:8]=[CH:9][C:10]=2[O:12][CH:13]2[CH2:18][CH2:17][N:16]([CH3:19])[CH2:15][CH2:14]2)[N:5]=[CH:4][N:3]=1.[NH2:20][C:21]1[CH:22]=[C:23]2[C:27](=[CH:28][CH:29]=1)[N:26]([S:30]([C:33]1[CH:38]=[CH:37][CH:36]=[CH:35][CH:34]=1)(=[O:32])=[O:31])[CH:25]=[CH:24]2. No catalyst specified. The product is [ClH:1].[C:33]1([S:30]([N:26]2[C:27]3[C:23](=[CH:22][C:21]([NH:20][C:2]4[C:11]5[C:6](=[CH:7][CH:8]=[CH:9][C:10]=5[O:12][CH:13]5[CH2:18][CH2:17][N:16]([CH3:19])[CH2:15][CH2:14]5)[N:5]=[CH:4][N:3]=4)=[CH:29][CH:28]=3)[CH:24]=[CH:25]2)(=[O:31])=[O:32])[CH:34]=[CH:35][CH:36]=[CH:37][CH:38]=1. The yield is 0.260.